Dataset: Catalyst prediction with 721,799 reactions and 888 catalyst types from USPTO. Task: Predict which catalyst facilitates the given reaction. Reactant: [Cl:1][C:2]1[NH:10][C:9]2[C:4](=[N:5][C:6]([C:12]#[C:13][C:14]3[CH:19]=[CH:18][CH:17]=[CH:16][CH:15]=3)=[C:7]([Cl:11])[CH:8]=2)[CH:3]=1.[H-].[Na+].Cl[CH2:23][O:24][CH2:25][CH2:26][Si:27]([CH3:30])([CH3:29])[CH3:28]. Product: [Cl:1][C:2]1[N:10]([CH2:23][O:24][CH2:25][CH2:26][Si:27]([CH3:30])([CH3:29])[CH3:28])[C:9]2[C:4](=[N:5][C:6]([C:12]#[C:13][C:14]3[CH:19]=[CH:18][CH:17]=[CH:16][CH:15]=3)=[C:7]([Cl:11])[CH:8]=2)[CH:3]=1. The catalyst class is: 9.